Dataset: Catalyst prediction with 721,799 reactions and 888 catalyst types from USPTO. Task: Predict which catalyst facilitates the given reaction. (1) The catalyst class is: 272. Reactant: [CH3:1][C@@H:2]1[CH2:7][CH2:6][CH2:5][C@H:4]([OH:8])[CH2:3]1.[CH3:9][S:10](Cl)(=[O:12])=[O:11]. Product: [CH3:9][S:10]([O:8][C@H:4]1[CH2:5][CH2:6][CH2:7][C@@H:2]([CH3:1])[CH2:3]1)(=[O:12])=[O:11]. (2) Reactant: [C:1]([C:3]1[CH:8]=[CH:7][CH:6]=[CH:5][C:4]=1[NH:9][C:10]1[N:27]=[C:13]2[CH:14]=[N:15][C:16]([C:18]3[CH:19]=[C:20]([CH:24]=[CH:25][CH:26]=3)[C:21](O)=[O:22])=[CH:17][N:12]2[N:11]=1)#[N:2].[CH3:28][CH2:29][N:30](C(C)C)C(C)C.C(N)C.CN(C(ON1N=NC2C=CC=NC1=2)=[N+](C)C)C.F[P-](F)(F)(F)(F)F. Product: [C:1]([C:3]1[CH:8]=[CH:7][CH:6]=[CH:5][C:4]=1[NH:9][C:10]1[N:27]=[C:13]2[CH:14]=[N:15][C:16]([C:18]3[CH:19]=[C:20]([CH:24]=[CH:25][CH:26]=3)[C:21]([NH:30][CH2:29][CH3:28])=[O:22])=[CH:17][N:12]2[N:11]=1)#[N:2]. The catalyst class is: 20. (3) Reactant: [CH3:1][O:2][C:3]([C@@H:5]([N:13]1[CH2:21][C:17]2[CH:18]=[CH:19][S:20][C:16]=2[CH2:15][CH2:14]1)[C:6]1[CH:7]=[CH:8][CH:9]=[CH:10][C:11]=1[Cl:12])=[O:4].[C:22]1([S:28]([OH:31])(=[O:30])=[O:29])[CH:27]=[CH:26][CH:25]=[CH:24][CH:23]=1.C(OCC)C. Product: [CH3:1][O:2][C:3]([C@@H:5]([N:13]1[CH2:21][C:17]2[CH:18]=[CH:19][S:20][C:16]=2[CH2:15][CH2:14]1)[C:6]1[C:11]([Cl:12])=[CH:10][CH:9]=[CH:8][CH:7]=1)=[O:4].[CH:25]1[CH:26]=[CH:27][C:22]([S:28]([OH:31])(=[O:30])=[O:29])=[CH:23][CH:24]=1. The catalyst class is: 5. (4) Reactant: [NH2:1][C:2]1[CH:7]=[C:6]([N+:8]([O-:10])=[O:9])[CH:5]=[CH:4][C:3]=1[OH:11].C([O-])([O-])=O.[K+].[K+].Br[CH2:19][CH2:20]Br. Product: [N+:8]([C:6]1[CH:5]=[CH:4][C:3]2[O:11][CH2:19][CH2:20][NH:1][C:2]=2[CH:7]=1)([O-:10])=[O:9]. The catalyst class is: 3.